The task is: Predict the reactants needed to synthesize the given product.. This data is from Full USPTO retrosynthesis dataset with 1.9M reactions from patents (1976-2016). (1) Given the product [F:5][C:4]([F:6])([O:21][CH2:20][CH:17]1[CH2:18][CH2:19][CH:14]([CH2:13][O:12][CH:10]=[CH2:11])[CH2:15][CH2:16]1)[CH:3]([F:7])[C:2]([F:9])([F:8])[F:1], predict the reactants needed to synthesize it. The reactants are: [F:1][C:2]([F:9])([F:8])[C:3]([F:7])=[C:4]([F:6])[F:5].[CH:10]([O:12][CH2:13][CH:14]1[CH2:19][CH2:18][CH:17]([CH2:20][OH:21])[CH2:16][CH2:15]1)=[CH2:11].C([O-])([O-])=O.[K+].[K+]. (2) Given the product [C:31]([O:35][C:36]([N:38]1[CH2:50][C@@H:49]([CH3:51])[N:48]2[C@H:40]([CH2:41][C:42]3[C:47]2=[N:46][C:45]([CH2:52][CH3:53])=[C:44]([CH:2]=[O:3])[CH:43]=3)[CH2:39]1)=[O:37])([CH3:34])([CH3:33])[CH3:32], predict the reactants needed to synthesize it. The reactants are: C[CH2:2][O:3]C(C1N(C(OC(C)(C)C)=O)C2=NC=C(OC(=O)C3C=CC=CC=3)C=C2C=1)=O.[C:31]([O:35][C:36]([N:38]1[CH2:50][C@@H:49]([CH3:51])[N:48]2[C@H:40]([CH2:41][C:42]3[C:47]2=[N:46][C:45]([CH2:52][CH3:53])=[C:44](Br)[CH:43]=3)[CH2:39]1)=[O:37])([CH3:34])([CH3:33])[CH3:32]. (3) Given the product [CH2:17]([O:16][C:14]([NH:13][CH2:12][CH2:11][CH2:10][CH2:9][C:4](=[N+:1]=[N-:2])[C:5]([O:7][CH3:8])=[O:6])=[O:15])[C:18]1[CH:19]=[CH:20][CH:21]=[CH:22][CH:23]=1, predict the reactants needed to synthesize it. The reactants are: [N:1]([CH:4]([CH2:9][CH2:10][CH2:11][CH2:12][NH:13][C:14]([O:16][CH2:17][C:18]1[CH:23]=[CH:22][CH:21]=[CH:20][CH:19]=1)=[O:15])[C:5]([O:7][CH3:8])=[O:6])=[N+:2]=[N-].C1(P(C2C=CC=CC=2)CCC(ON2C(=O)CCC2=O)=O)C=CC=CC=1.C([O-])(O)=O.[Na+]. (4) Given the product [CH3:16][N:15]1[C:11]([C:9]([NH:8][C:4]2[CH:5]=[CH:6][CH:7]=[C:2]([O:1][C:19]3[CH:24]=[CH:23][C:22]([N+:25]([O-:27])=[O:26])=[CH:21][N:20]=3)[CH:3]=2)=[O:10])=[CH:12][C:13]([CH3:17])=[N:14]1, predict the reactants needed to synthesize it. The reactants are: [OH:1][C:2]1[CH:3]=[C:4]([NH:8][C:9]([C:11]2[N:15]([CH3:16])[N:14]=[C:13]([CH3:17])[CH:12]=2)=[O:10])[CH:5]=[CH:6][CH:7]=1.Cl[C:19]1[CH:24]=[CH:23][C:22]([N+:25]([O-:27])=[O:26])=[CH:21][N:20]=1.C(=O)([O-])[O-].[K+].[K+].CN(C)C=O. (5) Given the product [CH3:12][C:5]1([CH3:13])[C:4]2[C:8](=[CH:9][CH:10]=[C:2]([O:1][S:14]([C:17]([F:20])([F:19])[F:18])(=[O:16])=[O:15])[CH:3]=2)[C:7](=[O:11])[CH2:6]1, predict the reactants needed to synthesize it. The reactants are: [OH:1][C:2]1[CH:3]=[C:4]2[C:8](=[CH:9][CH:10]=1)[C:7](=[O:11])[CH2:6][C:5]2([CH3:13])[CH3:12].[S:14](O[S:14]([C:17]([F:20])([F:19])[F:18])(=[O:16])=[O:15])([C:17]([F:20])([F:19])[F:18])(=[O:16])=[O:15].Cl. (6) Given the product [CH3:28][O:27][C:24]1[CH:25]=[CH:26][C:21]([CH2:20][N:5]2[C:4](=[O:3])[C:10]3[CH:11]=[C:12]([C:15]([O:17][CH3:18])=[O:16])[CH:13]=[CH:14][C:9]=3[O:8][CH2:7][CH2:6]2)=[CH:22][CH:23]=1, predict the reactants needed to synthesize it. The reactants are: [H-].[Na+].[O:3]=[C:4]1[C:10]2[CH:11]=[C:12]([C:15]([O:17][CH3:18])=[O:16])[CH:13]=[CH:14][C:9]=2[O:8][CH2:7][CH2:6][NH:5]1.Br[CH2:20][C:21]1[CH:26]=[CH:25][C:24]([O:27][CH3:28])=[CH:23][CH:22]=1. (7) Given the product [O:12]1[C:16]2[CH:17]=[CH:18][C:19]([C:21]3[S:22][CH:23]=[C:24]([C:26]([NH:1][C:2]4[C:6]([C:7]([O:9][CH2:10][CH3:11])=[O:8])=[CH:5][NH:4][N:3]=4)=[O:27])[N:25]=3)=[CH:20][C:15]=2[CH2:14][CH2:13]1, predict the reactants needed to synthesize it. The reactants are: [NH2:1][C:2]1[C:6]([C:7]([O:9][CH2:10][CH3:11])=[O:8])=[CH:5][NH:4][N:3]=1.[O:12]1[C:16]2[CH:17]=[CH:18][C:19]([C:21]3[S:22][CH:23]=[C:24]([C:26](O)=[O:27])[N:25]=3)=[CH:20][C:15]=2[CH2:14][CH2:13]1.CN(C(ON1N=NC2C=CC=CC1=2)=[N+](C)C)C.F[P-](F)(F)(F)(F)F.N1C=CC=CC=1.